This data is from Reaction yield outcomes from USPTO patents with 853,638 reactions. The task is: Predict the reaction yield, written as a fraction of the theoretical maximum amount of product (1.0 means a 100% yield; for example, 0.34 means a 34% yield). (1) The reactants are C[Si]([N-][Si](C)(C)C)(C)C.[K+].[Cl-].[CH3:12][O:13][CH2:14][P+](C1C=CC=CC=1)(C1C=CC=CC=1)C1C=CC=CC=1.[NH2:34][C:35]1[C:40]([C:41]([C:43]2[CH:48]=[CH:47][CH:46]=[CH:45][C:44]=2[O:49][CH3:50])=O)=[CH:39][C:38]([Br:51])=[CH:37][N:36]=1. The catalyst is C1COCC1. The product is [Br:51][C:38]1[CH:39]=[C:40]([C:41]([C:43]2[CH:48]=[CH:47][CH:46]=[CH:45][C:44]=2[O:49][CH3:50])=[CH:12][O:13][CH3:14])[C:35]([NH2:34])=[N:36][CH:37]=1. The yield is 0.840. (2) The reactants are [CH3:1][C:2]1([CH3:21])[O:7][C:6]2[CH:8]=[CH:9][CH:10]=[C:11](OS(C(F)(F)F)(=O)=O)[C:5]=2[C:4](=[O:20])[O:3]1.[CH2:22]([O:24][C:25]([C:27]1[CH:28]=[C:29](B(O)O)[CH:30]=[CH:31][CH:32]=1)=[O:26])[CH3:23].C([O-])([O-])=O.[K+].[K+].Cl. The catalyst is CN(C=O)C.C1C=CC([P]([Pd]([P](C2C=CC=CC=2)(C2C=CC=CC=2)C2C=CC=CC=2)([P](C2C=CC=CC=2)(C2C=CC=CC=2)C2C=CC=CC=2)[P](C2C=CC=CC=2)(C2C=CC=CC=2)C2C=CC=CC=2)(C2C=CC=CC=2)C2C=CC=CC=2)=CC=1. The product is [CH3:1][C:2]1([CH3:21])[O:7][C:6]2[CH:8]=[CH:9][CH:10]=[C:11]([C:31]3[CH:32]=[C:27]([CH:28]=[CH:29][CH:30]=3)[C:25]([O:24][CH2:22][CH3:23])=[O:26])[C:5]=2[C:4](=[O:20])[O:3]1. The yield is 0.630.